Predict the reactants needed to synthesize the given product. From a dataset of Full USPTO retrosynthesis dataset with 1.9M reactions from patents (1976-2016). (1) Given the product [Br:1][C:2]1[CH:7]=[C:6]([F:8])[C:5]([CH:9]([N:43]2[CH2:44][CH2:45][C:39]3([O:38][CH2:37][C:36](=[O:46])[N:35]([CH2:33][CH3:34])[CH2:40]3)[CH2:41][CH2:42]2)[C:10]([NH2:12])=[O:11])=[C:4]([F:14])[CH:3]=1, predict the reactants needed to synthesize it. The reactants are: [Br:1][C:2]1[CH:7]=[C:6]([F:8])[C:5]([CH:9](O)[C:10]([NH2:12])=[O:11])=[C:4]([F:14])[CH:3]=1.C(N(CC)CC)C.CS(Cl)(=O)=O.S([O-])(=O)(=O)C.Cl.[CH2:33]([N:35]1[CH2:40][C:39]2([CH2:45][CH2:44][NH:43][CH2:42][CH2:41]2)[O:38][CH2:37][C:36]1=[O:46])[CH3:34]. (2) Given the product [CH2:1]([C:3]1[S:21][C:6]2[N:7]([CH2:23][C:24]3[CH:29]=[CH:28][C:27]([C:30]4[CH:35]=[CH:34][CH:33]=[CH:32][C:31]=4[C:36]4[NH:40][C:39](=[O:46])[O:38][N:37]=4)=[CH:26][CH:25]=3)[C:8](=[O:20])[N:9]([CH2:12][C:13]3[CH:18]=[N:17][C:16]([CH3:19])=[CH:15][N:14]=3)[C:10](=[O:11])[C:5]=2[CH:4]=1)[CH3:2], predict the reactants needed to synthesize it. The reactants are: [CH2:1]([C:3]1[S:21][C:6]2[NH:7][C:8](=[O:20])[N:9]([CH2:12][C:13]3[CH:18]=[N:17][C:16]([CH3:19])=[CH:15][N:14]=3)[C:10](=[O:11])[C:5]=2[CH:4]=1)[CH3:2].Br[CH2:23][C:24]1[CH:29]=[CH:28][C:27]([C:30]2[CH:35]=[CH:34][CH:33]=[CH:32][C:31]=2[C:36]2[N:40]=[C:39](C(Cl)(Cl)Cl)[O:38][N:37]=2)=[CH:26][CH:25]=1.C(=O)([O-])[O-:46].[K+].[K+].CN(C)C=O.